From a dataset of Volume of distribution at steady state (VDss) regression data from Lombardo et al.. Regression/Classification. Given a drug SMILES string, predict its absorption, distribution, metabolism, or excretion properties. Task type varies by dataset: regression for continuous measurements (e.g., permeability, clearance, half-life) or binary classification for categorical outcomes (e.g., BBB penetration, CYP inhibition). For this dataset (vdss_lombardo), we predict log10(VDss) (log10 of volume of distribution in L/kg). (1) The drug is Cc1cc(-n2cccc2)c(S(C)(=O)=O)cc1C(=O)NC(=N)N. The log10(VDss) is 0.0400. (2) The compound is CCOC(=O)C1(c2ccccc2)CC[NH+](C)CC1. The log10(VDss) is 0.360. (3) The compound is COc1ccc(CC[NH+](C)CCCC(C#N)(c2cc(OC)c(OC)c(OC)c2)C(C)C)cc1OC. The log10(VDss) is 0.240. (4) The compound is CO/N=C(/C(=O)NC1C(=O)N2C(C(=O)[O-])=C(Cn3ccc(=[NH2+])n3CCO)CSC12)c1csc(N)n1. The log10(VDss) is -0.520. (5) The molecule is [NH3+]CC1OB(O)c2c(OCCCO)cccc21. The log10(VDss) is 0.370. (6) The molecule is CCNC(=O)C1CC(n2ccc3c(NC(CC)Cc4sccc4Cl)ncnc32)C(O)C1O. The log10(VDss) is -0.0800.